This data is from Merck oncology drug combination screen with 23,052 pairs across 39 cell lines. The task is: Regression. Given two drug SMILES strings and cell line genomic features, predict the synergy score measuring deviation from expected non-interaction effect. (1) Drug 1: C=CCn1c(=O)c2cnc(Nc3ccc(N4CCN(C)CC4)cc3)nc2n1-c1cccc(C(C)(C)O)n1. Drug 2: C#Cc1cccc(Nc2ncnc3cc(OCCOC)c(OCCOC)cc23)c1. Cell line: SKMEL30. Synergy scores: synergy=-2.16. (2) Drug 1: CCC1(O)C(=O)OCc2c1cc1n(c2=O)Cc2cc3c(CN(C)C)c(O)ccc3nc2-1. Drug 2: Cn1c(=O)n(-c2ccc(C(C)(C)C#N)cc2)c2c3cc(-c4cnc5ccccc5c4)ccc3ncc21. Cell line: RPMI7951. Synergy scores: synergy=-2.54. (3) Drug 1: COC12C(COC(N)=O)C3=C(C(=O)C(C)=C(N)C3=O)N1CC1NC12. Drug 2: Cc1nc(Nc2ncc(C(=O)Nc3c(C)cccc3Cl)s2)cc(N2CCN(CCO)CC2)n1. Cell line: SKMES1. Synergy scores: synergy=6.56.